Predict the product of the given reaction. From a dataset of Forward reaction prediction with 1.9M reactions from USPTO patents (1976-2016). (1) Given the reactants [CH2:1]([O:3][C:4]([C:6]1[C:7]([CH:19]([O:23][CH2:24][CH3:25])[O:20][CH2:21][CH3:22])=[N:8][N:9]2[C:14]([O:15][CH3:16])=[CH:13][CH:12]=[C:11]([CH2:17][OH:18])[C:10]=12)=[O:5])[CH3:2].[C:26](OC(=O)C)(=[O:28])[CH3:27], predict the reaction product. The product is: [CH2:1]([O:3][C:4]([C:6]1[C:7]([CH:19]([O:20][CH2:21][CH3:22])[O:23][CH2:24][CH3:25])=[N:8][N:9]2[C:14]([O:15][CH3:16])=[CH:13][CH:12]=[C:11]([CH2:17][O:18][C:26](=[O:28])[CH3:27])[C:10]=12)=[O:5])[CH3:2]. (2) The product is: [CH3:14][C:11]1([N:15]2[CH2:16][C:17]3=[CH:18][NH:19][C:20]4[C:25]3=[C:24]([CH:23]=[CH:22][N:21]=4)[C:26]2=[O:27])[CH2:12][CH2:13][N:8]([C:6]([O:5][C:1]([CH3:4])([CH3:2])[CH3:3])=[O:7])[CH2:9][CH2:10]1. Given the reactants [C:1]([O:5][C:6]([N:8]1[CH2:13][CH2:12][C:11]([NH:15][CH2:16][C:17]2[C:25]3[C:24]([C:26](O)=[O:27])=[CH:23][CH:22]=[N:21][C:20]=3[NH:19][CH:18]=2)([CH3:14])[CH2:10][CH2:9]1)=[O:7])([CH3:4])([CH3:3])[CH3:2].CN(C(ON1N=NC2C=CC=NC1=2)=[N+](C)C)C.F[P-](F)(F)(F)(F)F.N1C=CC=CC=1, predict the reaction product.